This data is from Catalyst prediction with 721,799 reactions and 888 catalyst types from USPTO. The task is: Predict which catalyst facilitates the given reaction. (1) Reactant: [NH:1]1[CH2:9][CH2:8][CH2:7][CH:3]([C:4]([OH:6])=[O:5])[CH2:2]1.O.[C:11](=[O:14])([O-])[O-:12].[K+].[K+]. Product: [C:3]([O:12][C:11]([N:1]1[CH2:9][CH2:8][CH2:7][CH:3]([C:4]([OH:6])=[O:5])[CH2:2]1)=[O:14])([CH3:7])([CH3:4])[CH3:2]. The catalyst class is: 1. (2) Reactant: [CH3:1][N:2]1[CH:6]=[CH:5][CH:4]=[C:3]1[CH2:7][NH2:8].[C:9]([C:13]1[CH:22]=[CH:21][C:16]([CH2:17][N:18]=[C:19]=[S:20])=[CH:15][CH:14]=1)([CH3:12])([CH3:11])[CH3:10]. Product: [C:9]([C:13]1[CH:22]=[CH:21][C:16]([CH2:17][NH:18][C:19]([NH:8][CH2:7][C:3]2[N:2]([CH3:1])[CH:6]=[CH:5][CH:4]=2)=[S:20])=[CH:15][CH:14]=1)([CH3:12])([CH3:10])[CH3:11]. The catalyst class is: 13. (3) Reactant: [Cl:1][C:2]1[CH:3]=[C:4]([CH:8]2[CH2:12][N:11]([C:13]3[CH:18]=[CH:17][C:16]([F:19])=[CH:15][CH:14]=3)[C:10](=[O:20])[N:9]2[CH:21]2[CH2:26][CH2:25][NH:24][CH2:23][CH2:22]2)[CH:5]=[CH:6][CH:7]=1.[CH2:27]([O:29][C:30]([CH:32]1[CH2:37][CH2:36][N:35]([C:38](=[O:51])[C:39]2[CH:44]=[CH:43][C:42]([CH2:45]OS(C)(=O)=O)=[CH:41][CH:40]=2)[CH2:34][CH2:33]1)=[O:31])[CH3:28].C([O-])([O-])=O.[K+].[K+]. Product: [CH2:27]([O:29][C:30]([CH:32]1[CH2:37][CH2:36][N:35]([C:38](=[O:51])[C:39]2[CH:44]=[CH:43][C:42]([CH2:45][N:24]3[CH2:25][CH2:26][CH:21]([N:9]4[CH:8]([C:4]5[CH:5]=[CH:6][CH:7]=[C:2]([Cl:1])[CH:3]=5)[CH2:12][N:11]([C:13]5[CH:14]=[CH:15][C:16]([F:19])=[CH:17][CH:18]=5)[C:10]4=[O:20])[CH2:22][CH2:23]3)=[CH:41][CH:40]=2)[CH2:34][CH2:33]1)=[O:31])[CH3:28]. The catalyst class is: 23. (4) Reactant: [CH3:1][NH:2][C@H:3]([C:15]([NH:17][C@H:18]([C:23]([N:25]([C@@H:27]([CH:36]([CH3:38])[CH3:37])/[CH:28]=[C:29](\[CH3:35])/[C:30]([O:32]CC)=[O:31])[CH3:26])=[O:24])[C:19]([CH3:22])([CH3:21])[CH3:20])=[O:16])[C:4]([CH3:14])([CH3:13])[C:5]1[CH:10]=[C:9]([CH3:11])[CH:8]=[C:7]([CH3:12])[CH:6]=1.[OH-].[Li+]. Product: [CH3:1][NH:2][C@H:3]([C:15]([NH:17][C@H:18]([C:23]([N:25]([C@@H:27]([CH:36]([CH3:38])[CH3:37])/[CH:28]=[C:29](/[C:30]([OH:32])=[O:31])\[CH3:35])[CH3:26])=[O:24])[C:19]([CH3:21])([CH3:22])[CH3:20])=[O:16])[C:4]([CH3:14])([CH3:13])[C:5]1[CH:6]=[C:7]([CH3:12])[CH:8]=[C:9]([CH3:11])[CH:10]=1. The catalyst class is: 72. (5) The catalyst class is: 8. Product: [ClH:28].[N:11]1[CH:12]=[CH:13][CH:14]=[CH:15][C:10]=1[CH2:9][N:8]([C:16]1[CH:21]=[C:20]([C:22]([F:25])([F:23])[F:24])[C:19]([C:26]#[N:27])=[C:18]([Cl:28])[N:17]=1)[CH2:7][C:2]1[CH:3]=[CH:4][CH:5]=[CH:6][N:1]=1. Reactant: [N:1]1[CH:6]=[CH:5][CH:4]=[CH:3][C:2]=1[CH2:7][N:8]([C:16]1[CH:21]=[C:20]([C:22]([F:25])([F:24])[F:23])[C:19]([C:26]#[N:27])=[C:18]([Cl:28])[N:17]=1)[CH2:9][C:10]1[CH:15]=[CH:14][CH:13]=[CH:12][N:11]=1.Cl. (6) Product: [CH3:1][O:2][C:3]([C:5]1[CH:6]=[C:7]2[C:12](=[CH:13][CH:14]=1)[N:11]1[C:15]([O:18][CH3:19])=[N:16][N:17]=[C:10]1[C:9]([NH:24][CH:21]([CH3:23])[CH3:22])=[N:8]2)=[O:4]. The catalyst class is: 3. Reactant: [CH3:1][O:2][C:3]([C:5]1[CH:6]=[C:7]2[C:12](=[CH:13][CH:14]=1)[N:11]1[C:15]([O:18][CH3:19])=[N:16][N:17]=[C:10]1[C:9](Cl)=[N:8]2)=[O:4].[CH:21]([NH2:24])([CH3:23])[CH3:22].C(=O)(O)[O-].[Na+]. (7) Reactant: [CH3:1][C:2]1[CH:7]=[CH:6][C:5]([S:8]([O:11][CH2:12][CH:13]2[CH2:17][C:16]3[C:18]([F:23])=[CH:19][CH:20]=[C:21](Br)[C:15]=3[O:14]2)(=[O:10])=[O:9])=[CH:4][CH:3]=1.[C:24]1(B(O)O)[CH:29]=[CH:28][CH:27]=[CH:26][CH:25]=1.C(=O)([O-])[O-].[K+].[K+].CC1C=CC(S(OCC2CC3C(C4C=CC=CC=4)=CC=CC=3O2)(=O)=O)=CC=1. Product: [CH3:1][C:2]1[CH:7]=[CH:6][C:5]([S:8]([O:11][CH2:12][CH:13]2[CH2:17][C:16]3[C:18]([F:23])=[CH:19][CH:20]=[C:21]([C:24]4[CH:29]=[CH:28][CH:27]=[CH:26][CH:25]=4)[C:15]=3[O:14]2)(=[O:10])=[O:9])=[CH:4][CH:3]=1. The catalyst class is: 608.